Dataset: Blood-brain barrier penetration binary classification data from Martins et al.. Task: Regression/Classification. Given a drug SMILES string, predict its absorption, distribution, metabolism, or excretion properties. Task type varies by dataset: regression for continuous measurements (e.g., permeability, clearance, half-life) or binary classification for categorical outcomes (e.g., BBB penetration, CYP inhibition). Dataset: bbb_martins. (1) The drug is [N-]=[N+]=NCC(=O)N[C@H](CO)[C@H](O)c1ccc([N+](=O)[O-])cc1. The result is 1 (penetrates BBB). (2) The molecule is S=C(NC1CCCCC1)N1CCC(c2cnc[nH]2)CC1. The result is 1 (penetrates BBB). (3) The drug is CC1(C)S[C@@H]2[C@H]([NH+]3C(=O)C(c4ccc(O)cc4)NC3(C)C)C(=O)N2[C@H]1C(=O)O. The result is 0 (does not penetrate BBB).